Task: Binary Classification. Given a drug SMILES string, predict its activity (active/inactive) in a high-throughput screening assay against a specified biological target.. Dataset: Cav3 T-type calcium channel HTS with 100,875 compounds (1) The drug is O=C1N(C(=O)C2C1CC=CC2)CC(OCC(=O)/C=C1\N(c2c(C1(C)C)cccc2)C)=O. The result is 0 (inactive). (2) The drug is S(CCC(C)C)c1nc([nH]c1[N+]([O-])=O)C. The result is 0 (inactive). (3) The drug is FC(F)(F)c1cc2nnn(C3CCN(CC3)CC(=O)Nc3noc(c3)C)c2cc1. The result is 0 (inactive).